This data is from Forward reaction prediction with 1.9M reactions from USPTO patents (1976-2016). The task is: Predict the product of the given reaction. (1) Given the reactants [CH3:1][CH2:2][C@@H:3]([NH:7][C:8]([O:10][C:11]([CH3:14])([CH3:13])[CH3:12])=[O:9])[C:4]([OH:6])=O.Cl.[NH:16]1[CH2:19][CH:18]([C:20]#[N:21])[CH2:17]1.C(N(CC)C(C)C)(C)C.CN(C(ON1N=NC2C=CC=NC1=2)=[N+](C)C)C.F[P-](F)(F)(F)(F)F, predict the reaction product. The product is: [C:11]([O:10][C:8](=[O:9])[NH:7][C@@H:3]([C:4]([N:16]1[CH2:19][CH:18]([C:20]#[N:21])[CH2:17]1)=[O:6])[CH2:2][CH3:1])([CH3:14])([CH3:13])[CH3:12]. (2) Given the reactants [S:1]1[CH:5]=[CH:4][CH:3]=[CH:2]1.[C:6](Cl)(=[O:9])[CH2:7][CH3:8].[Sn](Cl)(Cl)(Cl)Cl, predict the reaction product. The product is: [C:6]([C:2]1[S:1][CH:5]=[CH:4][CH:3]=1)(=[O:9])[CH2:7][CH3:8].